This data is from Catalyst prediction with 721,799 reactions and 888 catalyst types from USPTO. The task is: Predict which catalyst facilitates the given reaction. Reactant: [Br:1][C:2]1[C:3]([O:9][CH:10]2[CH2:13][N:12]([C:14]3[CH:23]=[CH:22][C:21]4[C:16](=[CH:17][CH:18]=[CH:19][CH:20]=4)[N:15]=3)[CH2:11]2)=[N:4][C:5](Cl)=[N:6][CH:7]=1.[NH:24]1[CH2:29][CH2:28][CH:27]([CH2:30][OH:31])[CH2:26][CH2:25]1.C(N(CC)CC)C. Product: [Br:1][C:2]1[C:3]([O:9][CH:10]2[CH2:13][N:12]([C:14]3[CH:23]=[CH:22][C:21]4[C:16](=[CH:17][CH:18]=[CH:19][CH:20]=4)[N:15]=3)[CH2:11]2)=[N:4][C:5]([N:24]2[CH2:29][CH2:28][CH:27]([CH2:30][OH:31])[CH2:26][CH2:25]2)=[N:6][CH:7]=1. The catalyst class is: 16.